From a dataset of CYP1A2 inhibition data for predicting drug metabolism from PubChem BioAssay. Regression/Classification. Given a drug SMILES string, predict its absorption, distribution, metabolism, or excretion properties. Task type varies by dataset: regression for continuous measurements (e.g., permeability, clearance, half-life) or binary classification for categorical outcomes (e.g., BBB penetration, CYP inhibition). Dataset: cyp1a2_veith. (1) The drug is CC(C)(C)C(=O)Nc1cccn2c(C(F)(F)F)nnc12. The result is 1 (inhibitor). (2) The molecule is O=C([O-])c1cc(=O)c2c(OCC(O)COc3cccc4oc(C(=O)[O-])cc(=O)c34)cccc2o1.[Na+].[Na+]. The result is 0 (non-inhibitor). (3) The drug is CC(C)c1cc(C(F)(F)F)nc(NNc2nc(C(C)C)cc(C(F)(F)F)n2)n1. The result is 0 (non-inhibitor).